Task: Predict which catalyst facilitates the given reaction.. Dataset: Catalyst prediction with 721,799 reactions and 888 catalyst types from USPTO (1) Reactant: [ClH:1].[CH3:2][O:3][C:4]1[CH:5]=[C:6](/[CH:12]=[C:13](/[C:16]2[CH:21]=[CH:20][CH:19]=[CH:18][N:17]=2)\[C:14]#[N:15])[CH:7]=[CH:8][C:9]=1[O:10][CH3:11]. Product: [ClH:1].[CH3:2][O:3][C:4]1[CH:5]=[C:6](/[CH:12]=[C:13](/[C:16]2[CH:21]=[CH:20][CH:19]=[CH:18][N:17]=2)\[C:14]#[N:15])[CH:7]=[CH:8][C:9]=1[O:10][CH3:11]. The catalyst class is: 10. (2) Reactant: [Br:1][C:2]1[CH:3]=[C:4]([CH:9]=[C:10]([NH:12][CH:13]2[CH2:17][CH2:16][CH2:15][CH2:14]2)[CH:11]=1)[C:5]([O:7][CH3:8])=[O:6].[C:18](=O)([O-])[O-].[Cs+].[Cs+].[CH2:24](I)[CH3:25]. Product: [Br:1][C:2]1[CH:11]=[C:10]([N:12]([CH:13]2[CH2:17][CH2:16][CH2:15][CH2:14]2)[CH2:24][CH3:25])[C:9]([CH3:18])=[C:4]([CH:3]=1)[C:5]([O:7][CH3:8])=[O:6]. The catalyst class is: 3. (3) Reactant: [Cl:1][C:2]1[CH:7]=[C:6]([O:8][CH3:9])[CH:5]=[CH:4][C:3]=1[CH:10]([CH3:25])[C:11]([C:13]1[CH:14]=[CH:15][C:16]2[O:21][CH2:20][C:19](=[O:22])[N:18]([CH3:23])[C:17]=2[CH:24]=1)=[O:12].[F:26][C:27]([Si](C)(C)C)([F:29])[F:28].[F-].C[N+](C)(C)C.[F-].C([N+](CCCC)(CCCC)CCCC)CCC. Product: [Cl:1][C:2]1[CH:7]=[C:6]([O:8][CH3:9])[CH:5]=[CH:4][C:3]=1[CH:10]([CH3:25])[C:11]([C:13]1[CH:14]=[CH:15][C:16]2[O:21][CH2:20][C:19](=[O:22])[N:18]([CH3:23])[C:17]=2[CH:24]=1)([OH:12])[C:27]([F:29])([F:28])[F:26]. The catalyst class is: 7. (4) Reactant: [Cl:1][C:2]1[S:3][CH:4]=[C:5]([CH3:14])[C:6]=1[NH:7]C(=O)C(F)(F)F.O.NN. Product: [ClH:1].[NH2:7][C:6]1[C:5]([CH3:14])=[CH:4][S:3][C:2]=1[Cl:1]. The catalyst class is: 6. (5) Reactant: [Cl:1][C:2]1[CH:22]=[CH:21][C:5]([O:6][C@@H:7]([C:15]2[CH:20]=[CH:19][CH:18]=[CH:17][CH:16]=2)[C@@H:8]2[CH2:13][NH:12][C:11](=O)[CH2:10][O:9]2)=[C:4]([O:23][CH3:24])[CH:3]=1.[H-].COCCO[Al+]OCCOC.[Na+].[H-]. Product: [Cl:1][C:2]1[CH:22]=[CH:21][C:5]([O:6][C@@H:7]([C:15]2[CH:20]=[CH:19][CH:18]=[CH:17][CH:16]=2)[C@H:8]2[O:9][CH2:10][CH2:11][NH:12][CH2:13]2)=[C:4]([O:23][CH3:24])[CH:3]=1. The catalyst class is: 11. (6) Reactant: Br[CH2:2][C:3]([C:5]1[CH:10]=[C:9]([Br:11])[C:8]([OH:12])=[C:7]([Br:13])[C:6]=1[OH:14])=O.[NH2:15][C:16](=[S:22])[C:17]([O:19][CH2:20][CH3:21])=[O:18]. Product: [Br:13][C:7]1[C:6]([OH:14])=[C:5]([C:3]2[N:15]=[C:16]([C:17]([O:19][CH2:20][CH3:21])=[O:18])[S:22][CH:2]=2)[CH:10]=[C:9]([Br:11])[C:8]=1[OH:12]. The catalyst class is: 8. (7) Reactant: [NH:1]1[CH2:6][CH2:5][CH:4]([NH:7][C:8]2[N:13]=[N:12][C:11]([C:14]#[N:15])=[CH:10][CH:9]=2)[CH2:3][CH2:2]1.[F:16][C:17]([F:27])([F:26])[C:18]1[CH:23]=[CH:22][C:21]([CH:24]=O)=[CH:20][CH:19]=1.C(O[BH-](OC(=O)C)OC(=O)C)(=O)C.[Na+].C(=O)([O-])O.[Na+]. Product: [F:16][C:17]([F:26])([F:27])[C:18]1[CH:23]=[CH:22][C:21]([CH2:24][N:1]2[CH2:2][CH2:3][CH:4]([NH:7][C:8]3[N:13]=[N:12][C:11]([C:14]#[N:15])=[CH:10][CH:9]=3)[CH2:5][CH2:6]2)=[CH:20][CH:19]=1. The catalyst class is: 411. (8) Reactant: [N:1]1([CH2:5][CH2:6][N:7]2[CH:11]=[C:10]([C:12]3[CH:17]=[CH:16][C:15]([F:18])=[C:14]([CH3:19])[CH:13]=3)[N:9]=[C:8]2[C:20]2([O:26][Si](C(C)(C)C)(C)C)[CH2:25][CH2:24][NH:23][CH2:22][CH2:21]2)[CH2:4][CH2:3][CH2:2]1.Cl[C:35]1[N:40]=[CH:39][N:38]=[C:37]([NH2:41])[C:36]=1[CH:42]([CH3:44])[CH3:43].C(=O)([O-])[O-].[Cs+].[Cs+]. Product: [NH2:41][C:37]1[N:38]=[CH:39][N:40]=[C:35]([N:23]2[CH2:22][CH2:21][C:20]([C:8]3[N:7]([CH2:6][CH2:5][N:1]4[CH2:2][CH2:3][CH2:4]4)[CH:11]=[C:10]([C:12]4[CH:17]=[CH:16][C:15]([F:18])=[C:14]([CH3:19])[CH:13]=4)[N:9]=3)([OH:26])[CH2:25][CH2:24]2)[C:36]=1[CH:42]([CH3:44])[CH3:43]. The catalyst class is: 16. (9) Reactant: Cl.[NH2:2][CH:3]([C:7]1[CH:12]=[C:11]([O:13][CH3:14])[CH:10]=[C:9]([O:15][CH3:16])[CH:8]=1)[C:4]([OH:6])=[O:5].[OH-].[Na+].[C:19]([O:23][C:24](O[C:24]([O:23][C:19]([CH3:22])([CH3:21])[CH3:20])=[O:25])=[O:25])([CH3:22])([CH3:21])[CH3:20]. Product: [C:19]([O:23][C:24]([NH:2][CH:3]([C:7]1[CH:8]=[C:9]([O:15][CH3:16])[CH:10]=[C:11]([O:13][CH3:14])[CH:12]=1)[C:4]([OH:6])=[O:5])=[O:25])([CH3:22])([CH3:21])[CH3:20]. The catalyst class is: 38. (10) Reactant: [Cl-].[Al+3].[Cl-].[Cl-].[Br:5][C:6]1[CH:7]=[C:8]([OH:12])[CH:9]=[CH:10][CH:11]=1.[C:13](Cl)(=[O:15])[CH3:14].Cl. Product: [Br:5][C:6]1[CH:11]=[CH:10][C:9]([C:13](=[O:15])[CH3:14])=[C:8]([OH:12])[CH:7]=1. The catalyst class is: 26.